From a dataset of Forward reaction prediction with 1.9M reactions from USPTO patents (1976-2016). Predict the product of the given reaction. Given the reactants [CH2:1]([Mg]Cl)[CH2:2][CH3:3].O(CCN(C)C)CCN(C)C.[Cl:17][C:18]1[CH:26]=[CH:25][C:21]([C:22](Cl)=[O:23])=[CH:20][N:19]=1.O, predict the reaction product. The product is: [Cl:17][C:18]1[N:19]=[CH:20][C:21]([C:22](=[O:23])[CH2:1][CH2:2][CH3:3])=[CH:25][CH:26]=1.